Dataset: Forward reaction prediction with 1.9M reactions from USPTO patents (1976-2016). Task: Predict the product of the given reaction. (1) Given the reactants [Br:1][C:2]1[CH:7]=[CH:6][C:5]([CH:8]2[CH2:12][CH2:11][CH2:10][NH:9]2)=[CH:4][CH:3]=1.[CH:13](O)=O.C=O, predict the reaction product. The product is: [Br:1][C:2]1[CH:3]=[CH:4][C:5]([CH:8]2[CH2:12][CH2:11][CH2:10][N:9]2[CH3:13])=[CH:6][CH:7]=1. (2) Given the reactants [CH3:1][S:2](Cl)(=[O:4])=[O:3].[CH3:6][C:7]1([CH3:27])[O:11][C@H:10]([C@H:12]([OH:14])[CH3:13])[C@H:9]([CH2:15][O:16][Si:17]([CH:24]([CH3:26])[CH3:25])([CH:21]([CH3:23])[CH3:22])[CH:18]([CH3:20])[CH3:19])[O:8]1.C(N(CC)CC)C.O, predict the reaction product. The product is: [CH3:1][S:2]([O:14][C@@H:12]([C@H:10]1[C@H:9]([CH2:15][O:16][Si:17]([CH:24]([CH3:26])[CH3:25])([CH:18]([CH3:19])[CH3:20])[CH:21]([CH3:23])[CH3:22])[O:8][C:7]([CH3:6])([CH3:27])[O:11]1)[CH3:13])(=[O:4])=[O:3]. (3) Given the reactants [CH3:1][S:2][C:3]1[N:8]=[C:7]([C:9]2[C:17]([C:18]3[CH:23]=[CH:22][N:21]=[C:20]([S:24][CH3:25])[N:19]=3)=[C:12]3[CH:13]=[CH:14][CH:15]=[CH:16][N:11]3[N:10]=2)[CH:6]=[CH:5][N:4]=1.C([N-]C(C)C)(C)C.[Li+].CCCCCCC.O1CCCC1.C(C1C=CC=CC=1)C.C(Cl)(Cl)(Cl)[Cl:55], predict the reaction product. The product is: [Cl:55][C:16]1[N:11]2[N:10]=[C:9]([C:7]3[CH:6]=[CH:5][N:4]=[C:3]([S:2][CH3:1])[N:8]=3)[C:17]([C:18]3[CH:23]=[CH:22][N:21]=[C:20]([S:24][CH3:25])[N:19]=3)=[C:12]2[CH:13]=[CH:14][CH:15]=1. (4) The product is: [CH:34]1[C:35]2[C:30](=[CH:29][CH:28]=[CH:37][CH:36]=2)[CH:31]=[CH:32][C:33]=1[N:23]1[CH2:24][CH2:25][N:21]([C:17]2[CH:16]=[N:15][CH:20]=[CH:19][CH:18]=2)[C:22]1=[O:26]. Given the reactants N[C@@H]1CCCC[C@H]1N.C(=O)([O-])[O-].[K+].[K+].[N:15]1[CH:20]=[CH:19][CH:18]=[C:17]([N:21]2[CH2:25][CH2:24][NH:23][C:22]2=[O:26])[CH:16]=1.Br[C:28]1[CH:37]=[CH:36][C:35]2[C:30](=[CH:31][CH:32]=[CH:33][CH:34]=2)[CH:29]=1, predict the reaction product. (5) Given the reactants COC1C=CC(CC2C=CC=C(OC)C=2)=C(C=1)OC1C=CC(O)=CC=1.Cl.ClCCN1CCCCC1.C[O:37][C:38]1[CH:39]=[CH:40][C:41]([CH2:60][C:61]2[CH:66]=[CH:65][CH:64]=[C:63]([O:67]C)[CH:62]=2)=[C:42]([CH:59]=1)[O:43][C:44]1[CH:58]=[CH:57][C:47]([O:48][CH2:49][CH2:50][N:51]2[CH2:56][CH2:55][CH2:54][CH2:53][CH2:52]2)=[CH:46][CH:45]=1, predict the reaction product. The product is: [OH:67][C:63]1[CH:62]=[C:61]([CH:66]=[CH:65][CH:64]=1)[CH2:60][C:41]1[CH:40]=[CH:39][C:38]([OH:37])=[CH:59][C:42]=1[O:43][C:44]1[CH:45]=[CH:46][C:47]([O:48][CH2:49][CH2:50][N:51]2[CH2:52][CH2:53][CH2:54][CH2:55][CH2:56]2)=[CH:57][CH:58]=1.